This data is from Reaction yield outcomes from USPTO patents with 853,638 reactions. The task is: Predict the reaction yield, written as a fraction of the theoretical maximum amount of product (1.0 means a 100% yield; for example, 0.34 means a 34% yield). (1) The reactants are [H-].[Al+3].[Li+].[H-].[H-].[H-].CCOCC.[Cl-].[Cl-].[Cl-].[Al+3].[Cl:16][C:17]1[CH:18]=[C:19]([OH:28])[CH:20]=[CH:21][C:22]=1[CH:23]=[CH:24][N+:25]([O-])=O. The catalyst is C1COCC1. The product is [NH2:25][CH2:24][CH2:23][C:22]1[CH:21]=[CH:20][C:19]([OH:28])=[CH:18][C:17]=1[Cl:16]. The yield is 0.810. (2) The reactants are Cl.[CH3:2][CH:3]1[CH2:8][N:7]([CH2:9][C:10]([OH:12])=O)[CH2:6][CH:5]([CH3:13])[O:4]1.[NH2:14][C@@H:15]([CH2:33][O:34][CH2:35][C:36]1[CH:41]=[CH:40][CH:39]=[CH:38][CH:37]=1)[C:16]([NH:18][C:19]1[CH:24]=[CH:23][C:22]([O:25][C:26]2[CH:31]=[CH:30][C:29]([F:32])=[CH:28][CH:27]=2)=[CH:21][CH:20]=1)=[O:17]. No catalyst specified. The product is [CH2:35]([O:34][CH2:33][C@H:15]([NH:14][C:10](=[O:12])[CH2:9][N:7]1[CH2:6][CH:5]([CH3:13])[O:4][CH:3]([CH3:2])[CH2:8]1)[C:16]([NH:18][C:19]1[CH:24]=[CH:23][C:22]([O:25][C:26]2[CH:31]=[CH:30][C:29]([F:32])=[CH:28][CH:27]=2)=[CH:21][CH:20]=1)=[O:17])[C:36]1[CH:41]=[CH:40][CH:39]=[CH:38][CH:37]=1. The yield is 0.259. (3) The reactants are P(Cl)(Cl)(Cl)=O.[CH3:6][N:7]1[C:15]2[C:10](=[CH:11][CH:12]=[CH:13][CH:14]=2)[C:9]([CH3:16])=[CH:8]1.[C:17]([O-])(=[O:19])C.[Na+]. The catalyst is CN(C=O)C. The product is [CH3:6][N:7]1[C:15]2[C:10](=[CH:11][CH:12]=[CH:13][CH:14]=2)[C:9]([CH3:16])=[C:8]1[CH:17]=[O:19]. The yield is 0.970. (4) The product is [CH3:24][O:23][C:16]1[CH:17]=[C:18]([O:21][CH3:22])[CH:19]=[CH:20][C:15]=1[CH2:14][N:13]1[C:8]([C:5]2[CH:4]=[CH:3][C:2](/[CH:37]=[CH:36]/[O:38][CH2:39][CH3:40])=[CH:7][CH:6]=2)=[C:9]([CH2:34][CH3:35])[C:10]([OH:30])=[C:11]([C:26]([O:28][CH3:29])=[O:27])[C:12]1=[O:25]. The yield is 0.770. The reactants are Cl[C:2]1[CH:7]=[CH:6][C:5]([C:8]2[N:13]([CH2:14][C:15]3[CH:20]=[CH:19][C:18]([O:21][CH3:22])=[CH:17][C:16]=3[O:23][CH3:24])[C:12](=[O:25])[C:11]([C:26]([O:28][CH3:29])=[O:27])=[C:10]([O:30]COC)[C:9]=2[CH2:34][CH3:35])=[CH:4][CH:3]=1.[CH2:36]([O:38]/[CH:39]=[CH:40]/B1OC(C)(C)C(C)(C)O1)[CH3:37].COC1C=CC=C(OC)C=1C1C=CC=CC=1P(C1CCCCC1)C1CCCCC1.[OH-].[K+]. The catalyst is C(#N)C.CC([O-])=O.CC([O-])=O.[Pd+2]. (5) The reactants are [Br:1][C:2]1[CH:3]=[CH:4][C:5]([O:34][CH3:35])=[C:6]([N:8]2[C:17]3[C:12](=[CH:13][C:14]([S:18](OC4C(F)=C(F)C(F)=C(F)C=4F)(=[O:20])=[O:19])=[CH:15][CH:16]=3)[CH:11]=[CH:10][C:9]2=[O:33])[CH:7]=1.[O:36]1[CH:40]=[CH:39][C:38]([NH2:41])=[N:37]1.C[Si]([N-][Si](C)(C)C)(C)C.[Li+].Cl. The catalyst is C1COCC1. The product is [Br:1][C:2]1[CH:3]=[CH:4][C:5]([O:34][CH3:35])=[C:6]([N:8]2[C:17]3[C:12](=[CH:13][C:14]([S:18]([NH:41][C:38]4[CH:39]=[CH:40][O:36][N:37]=4)(=[O:20])=[O:19])=[CH:15][CH:16]=3)[CH:11]=[CH:10][C:9]2=[O:33])[CH:7]=1. The yield is 0.870. (6) The reactants are [CH:1]1([C:4]2[C:5]([NH:21][C@@H:22]3[CH2:30][C:29]4[C:24](=[CH:25][CH:26]=[CH:27][CH:28]=4)[C@H:23]3[NH2:31])=[N:6][C:7]([CH:18]3[CH2:20][CH2:19]3)=[C:8]([C:10]3[CH:15]=[CH:14][C:13]([Cl:16])=[CH:12][C:11]=3[Cl:17])[N:9]=2)[CH2:3][CH2:2]1.Cl[C:33](Cl)(Cl)[C:34](=[O:36])C. The catalyst is C(Cl)(Cl)Cl. The product is [CH:1]1([C:4]2[C:5]([NH:21][C@@H:22]3[C:30]4[C:25](=[CH:26][CH:27]=[CH:28][CH:29]=4)[CH2:24][C@H:23]3[NH:31][C:34](=[O:36])[CH3:33])=[N:6][C:7]([CH:18]3[CH2:20][CH2:19]3)=[C:8]([C:10]3[CH:15]=[CH:14][C:13]([Cl:16])=[CH:12][C:11]=3[Cl:17])[N:9]=2)[CH2:3][CH2:2]1. The yield is 0.550. (7) No catalyst specified. The product is [O:24]1[C:28]2[CH:29]=[CH:30][CH:31]=[CH:32][C:27]=2[CH:26]=[C:25]1[C:2]1[S:3][C:4]([C:8]([NH:10][S:11]([C:14]2[CH:19]=[CH:18][CH:17]=[CH:16][C:15]=2[S:20](=[O:23])(=[O:22])[NH2:21])(=[O:13])=[O:12])=[O:9])=[C:5]([CH3:7])[N:6]=1. The yield is 0.0600. The reactants are Br[C:2]1[S:3][C:4]([C:8]([NH:10][S:11]([C:14]2[CH:19]=[CH:18][CH:17]=[CH:16][C:15]=2[S:20](=[O:23])(=[O:22])[NH2:21])(=[O:13])=[O:12])=[O:9])=[C:5]([CH3:7])[N:6]=1.[O:24]1[C:28]2[CH:29]=[CH:30][CH:31]=[CH:32][C:27]=2[CH:26]=[C:25]1B(O)O. (8) The reactants are [N:1]1[C:5]2[CH:6]=[CH:7][C:8]([C:10]([OH:12])=O)=[CH:9][C:4]=2[NH:3][CH:2]=1.[CH3:13][N:14]1[CH2:19][CH2:18][NH:17][CH2:16][CH2:15]1. No catalyst specified. The product is [CH3:13][N:14]1[CH2:19][CH2:18][N:17]([C:10]([C:8]2[CH:7]=[CH:6][C:5]3[NH:1][CH:2]=[N:3][C:4]=3[CH:9]=2)=[O:12])[CH2:16][CH2:15]1. The yield is 0.630. (9) The reactants are [Br:1][C:2]1[CH:14]=[CH:13][C:12]2[C:11]3[C:6](=[CH:7][C:8]([Br:15])=[CH:9][CH:10]=3)[C:5]([CH2:19][CH:20]=[O:21])([CH2:16][CH:17]=[O:18])[C:4]=2[CH:3]=1.[BH4-].[Na+]. The product is [Br:1][C:2]1[CH:14]=[CH:13][C:12]2[C:11]3[C:6](=[CH:7][C:8]([Br:15])=[CH:9][CH:10]=3)[C:5]([CH2:16][CH2:17][OH:18])([CH2:19][CH2:20][OH:21])[C:4]=2[CH:3]=1. The catalyst is CO.C1COCC1. The yield is 0.840. (10) The reactants are [CH3:1][C@@H:2]1[CH2:6][CH2:5][C:4](=C(C)C)[CH:3]1[C:10]([O:12][CH2:13][CH3:14])=[O:11].C(=O)=[O:16].C(O)(C)C. The catalyst is C(OCC)(=O)C. The product is [CH3:1][C@@H:2]1[CH2:6][CH2:5][C:4](=[O:16])[CH:3]1[C:10]([O:12][CH2:13][CH3:14])=[O:11]. The yield is 0.960.